From a dataset of Catalyst prediction with 721,799 reactions and 888 catalyst types from USPTO. Predict which catalyst facilitates the given reaction. (1) Reactant: [NH2:1][C:2]1[CH:3]=[N:4][CH:5]=[CH:6][C:7]=1[N:8]1[CH2:13][C@H:12]([CH3:14])[C@@H:11]([O:15][Si:16]([C:19]([CH3:22])([CH3:21])[CH3:20])([CH3:18])[CH3:17])[C@H:10]([NH:23][C:24](=[O:30])[O:25][C:26]([CH3:29])([CH3:28])[CH3:27])[CH2:9]1.[F:31][C:32]1[CH:37]=[C:36]([CH:38]=[CH2:39])[CH:35]=[C:34]([F:40])[C:33]=1[C:41]1[N:46]=[C:45]([C:47](O)=[O:48])[CH:44]=[CH:43][C:42]=1[F:50]. Product: [Si:16]([O:15][C@@H:11]1[C@@H:12]([CH3:14])[CH2:13][N:8]([C:7]2[CH:6]=[CH:5][N:4]=[CH:3][C:2]=2[NH:1][C:47](=[O:48])[C:45]2[CH:44]=[CH:43][C:42]([F:50])=[C:41]([C:33]3[C:32]([F:31])=[CH:37][C:36]([CH:38]=[CH2:39])=[CH:35][C:34]=3[F:40])[N:46]=2)[CH2:9][C@H:10]1[NH:23][C:24](=[O:30])[O:25][C:26]([CH3:29])([CH3:28])[CH3:27])([C:19]([CH3:22])([CH3:21])[CH3:20])([CH3:18])[CH3:17]. The catalyst class is: 25. (2) Reactant: [C:1]([N:6]([C:9]1[CH:10]=[N:11][O:12][C:13]=1[CH3:14])[CH2:7][CH3:8])(=[O:5])[CH2:2][CH2:3][CH3:4]. The catalyst class is: 50. Product: [C:13](/[C:9](/[N:6]([CH2:7][CH3:8])[C:1](=[O:5])[CH2:2][CH2:3][CH3:4])=[CH:10]\[NH2:11])(=[O:12])[CH3:14]. (3) Reactant: [N+:1]([C:4]1[C:5]([C:14]([NH2:16])=[O:15])=[N:6][N:7]2[CH2:12][CH2:11][NH:10][C:9](=[O:13])[C:8]=12)([O-])=O. Product: [NH2:1][C:4]1[C:5]([C:14]([NH2:16])=[O:15])=[N:6][N:7]2[CH2:12][CH2:11][NH:10][C:9](=[O:13])[C:8]=12. The catalyst class is: 331. (4) Reactant: C[O:2][C:3]([C:5]1[CH:10]=[CH:9][C:8]([N:11]2[CH:15]=[CH:14][C:13]([C:16]([F:19])([F:18])[F:17])=[N:12]2)=[CH:7][N:6]=1)=[O:4].[Li+].[OH-]. Product: [F:19][C:16]([F:17])([F:18])[C:13]1[CH:14]=[CH:15][N:11]([C:8]2[CH:9]=[CH:10][C:5]([C:3]([OH:4])=[O:2])=[N:6][CH:7]=2)[N:12]=1. The catalyst class is: 200. (5) Product: [CH2:1]([N:3]1[CH2:8][CH2:7][N:6]([CH2:9][C:10]2[CH:15]=[CH:14][C:13]([NH:16][C:17]([N:19]3[C:27]4[C:22](=[CH:23][C:24]([O:28][C:29]5[CH:34]=[C:33]([N:36]=[N+:37]=[N-:38])[N:32]=[CH:31][N:30]=5)=[CH:25][CH:26]=4)[CH2:21][CH2:20]3)=[O:18])=[CH:12][CH:11]=2)[CH2:5][CH2:4]1)[CH3:2]. Reactant: [CH2:1]([N:3]1[CH2:8][CH2:7][N:6]([CH2:9][C:10]2[CH:15]=[CH:14][C:13]([NH:16][C:17]([N:19]3[C:27]4[C:22](=[CH:23][C:24]([O:28][C:29]5[CH:34]=[C:33](Cl)[N:32]=[CH:31][N:30]=5)=[CH:25][CH:26]=4)[CH2:21][CH2:20]3)=[O:18])=[CH:12][CH:11]=2)[CH2:5][CH2:4]1)[CH3:2].[N-:36]=[N+:37]=[N-:38].[Na+].O. The catalyst class is: 3. (6) Reactant: [C:1]([O:4][CH2:5][CH:6]1[CH2:10][CH2:9][N:8]([C:11]2[CH:16]=[CH:15][C:14]([C:17]3[CH:22]=[CH:21][C:20]([O:23][CH2:24][CH2:25][O:26][CH2:27][CH2:28][CH2:29][CH3:30])=[CH:19][CH:18]=3)=[CH:13][C:12]=2/[CH:31]=[C:32](\[CH3:40])/[C:33]([O:35]C(C)(C)C)=[O:34])[CH2:7]1)(=[O:3])[CH3:2].Cl.C(OCC)(=O)C.O. Product: [C:1]([O:4][CH2:5][CH:6]1[CH2:10][CH2:9][N:8]([C:11]2[CH:16]=[CH:15][C:14]([C:17]3[CH:22]=[CH:21][C:20]([O:23][CH2:24][CH2:25][O:26][CH2:27][CH2:28][CH2:29][CH3:30])=[CH:19][CH:18]=3)=[CH:13][C:12]=2/[CH:31]=[C:32](\[CH3:40])/[C:33]([OH:35])=[O:34])[CH2:7]1)(=[O:3])[CH3:2]. The catalyst class is: 13. (7) Reactant: [Cl:1][C:2]1[CH:7]=[CH:6][C:5]([S:8]([N:11]([C:15]2[C:16]([CH:22]([C:24]3[CH:29]=[C:28]([N+:30]([O-:32])=[O:31])[CH:27]=[CH:26][C:25]=3[Cl:33])[OH:23])=[N:17][CH:18]=[C:19]([CH3:21])[CH:20]=2)[CH2:12][O:13][CH3:14])(=[O:10])=[O:9])=[CH:4][C:3]=1[C:34]([F:37])([F:36])[F:35].CC(OI1(OC(C)=O)(OC(C)=O)OC(=O)C2C=CC=CC1=2)=O.[O-]S([O-])(=S)=O.[Na+].[Na+].C([O-])(O)=O.[Na+]. Product: [Cl:1][C:2]1[CH:7]=[CH:6][C:5]([S:8]([N:11]([C:15]2[C:16]([C:22](=[O:23])[C:24]3[CH:29]=[C:28]([N+:30]([O-:32])=[O:31])[CH:27]=[CH:26][C:25]=3[Cl:33])=[N:17][CH:18]=[C:19]([CH3:21])[CH:20]=2)[CH2:12][O:13][CH3:14])(=[O:9])=[O:10])=[CH:4][C:3]=1[C:34]([F:35])([F:37])[F:36]. The catalyst class is: 2. (8) Reactant: [F:1][C:2]([F:19])([F:18])[C:3]([NH:5][CH2:6][C:7]1[C:8]([CH3:17])=[C:9]([C:13]([CH3:16])=[CH:14][CH:15]=1)[C:10]([NH2:12])=[O:11])=[O:4].C(Cl)(=O)[C:21](Cl)=[O:22]. Product: [F:1][C:2]([F:18])([F:19])[C:3]([NH:5][CH2:6][C:7]1[C:8]([CH3:17])=[C:9]([C:13]([CH3:16])=[CH:14][CH:15]=1)[C:10]([N:12]=[C:21]=[O:22])=[O:11])=[O:4]. The catalyst class is: 344. (9) Product: [CH3:1][O:2][C:3]1[CH:4]=[C:5]2[C:10](=[CH:11][C:12]=1[O:13][CH3:14])[N:9]=[CH:8][CH:7]=[C:6]2[O:15][C:16]1[CH:22]=[CH:21][C:19]([NH:20][C:28]([NH:36][N:37]2[CH2:42][CH2:41][CH2:40][CH2:39][CH2:38]2)=[O:34])=[C:18]([Cl:23])[CH:17]=1. The catalyst class is: 208. Reactant: [CH3:1][O:2][C:3]1[CH:4]=[C:5]2[C:10](=[CH:11][C:12]=1[O:13][CH3:14])[N:9]=[CH:8][CH:7]=[C:6]2[O:15][C:16]1[CH:22]=[CH:21][C:19]([NH2:20])=[C:18]([Cl:23])[CH:17]=1.ClC(Cl)(O[C:28](=[O:34])OC(Cl)(Cl)Cl)Cl.[NH2:36][N:37]1[CH2:42][CH2:41][CH2:40][CH2:39][CH2:38]1.C(=O)(O)[O-].[Na+]. (10) Reactant: [S:1]1[CH:5]=[CH:4][C:3](/[CH:6]=[CH:7]/[C:8]([OH:10])=O)=[CH:2]1.C(Cl)(=O)C(Cl)=O.CN(C=O)C.[CH2:22]([N:29]1[CH2:34][CH2:33][CH:32]([NH:35][C:36]2[CH:44]=[C:43]3[C:39]([CH2:40][CH2:41][N:42]3[C:45](=[O:47])[CH3:46])=[CH:38][CH:37]=2)[CH2:31][CH2:30]1)[C:23]1[CH:28]=[CH:27][CH:26]=[CH:25][CH:24]=1. Product: [C:45]([N:42]1[C:43]2[C:39](=[CH:38][CH:37]=[C:36]([N:35]([CH:32]3[CH2:31][CH2:30][N:29]([CH2:22][C:23]4[CH:24]=[CH:25][CH:26]=[CH:27][CH:28]=4)[CH2:34][CH2:33]3)[C:8](=[O:10])/[CH:7]=[CH:6]/[C:3]3[CH:4]=[CH:5][S:1][CH:2]=3)[CH:44]=2)[CH2:40][CH2:41]1)(=[O:47])[CH3:46]. The catalyst class is: 2.